From a dataset of Catalyst prediction with 721,799 reactions and 888 catalyst types from USPTO. Predict which catalyst facilitates the given reaction. (1) Reactant: [NH2:1][C:2]1[N:7]=[CH:6][N:5]=[C:4]2[N:8]([CH2:12][C@H:13]3[CH2:17][CH2:16][CH2:15][N:14]3[C:18]([O:20][C:21]([CH3:24])([CH3:23])[CH3:22])=[O:19])[N:9]=[C:10](I)[C:3]=12.[F:25][C:26]1[CH:41]=[CH:40][CH:39]=[CH:38][C:27]=1[O:28][C:29]1[CH:34]=[CH:33][C:32](B(O)O)=[CH:31][CH:30]=1.C(=O)([O-])[O-].[Na+].[Na+]. Product: [NH2:1][C:2]1[N:7]=[CH:6][N:5]=[C:4]2[N:8]([CH2:12][C@@H:13]3[CH2:17][CH2:16][CH2:15][N:14]3[C:18]([O:20][C:21]([CH3:24])([CH3:23])[CH3:22])=[O:19])[N:9]=[C:10]([C:32]3[CH:31]=[CH:30][C:29]([O:28][C:27]4[CH:38]=[CH:39][CH:40]=[CH:41][C:26]=4[F:25])=[CH:34][CH:33]=3)[C:3]=12. The catalyst class is: 70. (2) The catalyst class is: 1. Product: [CH:1]1([C:7]2[CH:8]=[CH:9][C:10]([NH:11][CH2:24][CH:26]3[CH2:27][O:28]3)=[CH:12][CH:13]=2)[CH2:2][CH2:3][CH2:4][CH2:5][CH2:6]1. Reactant: [CH:1]1([C:7]2[CH:13]=[CH:12][C:10]([NH2:11])=[CH:9][CH:8]=2)[CH2:6][CH2:5][CH2:4][CH2:3][CH2:2]1.C([Li])CCC.Cl[Si](C)(C)C.[CH2:24]([CH:26]1[O:28][CH2:27]1)Br.C(=O)(O)[O-].[Na+]. (3) Reactant: [N+:1]([C:4]1[CH:5]=[C:6]2[C:10](=[CH:11][CH:12]=1)[NH:9][N:8]=[C:7]2[C:13]([OH:15])=O)([O-:3])=[O:2].[F:16][C:17]1[CH:23]=[CH:22][C:20]([NH2:21])=[CH:19][CH:18]=1.C1C=CC2N(O)N=NC=2C=1.C(Cl)CCl. Product: [F:16][C:17]1[CH:23]=[CH:22][C:20]([NH:21][C:13]([C:7]2[C:6]3[C:10](=[CH:11][CH:12]=[C:4]([N+:1]([O-:3])=[O:2])[CH:5]=3)[NH:9][N:8]=2)=[O:15])=[CH:19][CH:18]=1. The catalyst class is: 3. (4) Reactant: [Br:1][C:2]1[CH:7]=[CH:6][C:5]([CH:8]([C:14]2[CH:19]=[CH:18][C:17]([Cl:20])=[CH:16][CH:15]=2)[CH2:9][C:10]([NH:12][CH3:13])=O)=[CH:4][CH:3]=1.[H-].[Al+3].[Li+].[H-].[H-].[H-].[Cl-].[Al+3].[Cl-].[Cl-]. Product: [Br:1][C:2]1[CH:7]=[CH:6][C:5]([CH:8]([C:14]2[CH:15]=[CH:16][C:17]([Cl:20])=[CH:18][CH:19]=2)[CH2:9][CH2:10][NH:12][CH3:13])=[CH:4][CH:3]=1. The catalyst class is: 27. (5) The catalyst class is: 11. Reactant: [OH-].[NH4+:2].Cl.[NH2:4][C:5]1([CH2:10][C:11]([O:13]C)=O)[CH2:9][CH2:8][O:7][CH2:6]1. Product: [NH2:4][C:5]1([CH2:10][C:11]([NH2:2])=[O:13])[CH2:9][CH2:8][O:7][CH2:6]1. (6) Reactant: C1C=CC2N(O)N=NC=2C=1.C(N1CCOCC1)C.[CH3:19][O:20][C:21]1[CH:26]=[CH:25][C:24]([S:27]([NH:30][CH2:31][CH2:32][C:33]([OH:35])=O)(=[O:29])=[O:28])=[CH:23][CH:22]=1.[NH2:36][CH:37]([CH2:52][C:53]1[CH:58]=[CH:57][C:56]([Cl:59])=[CH:55][CH:54]=1)[C:38]([N:40]([CH2:44][CH:45]([O:49][CH2:50][CH3:51])[O:46][CH2:47][CH3:48])[CH:41]([CH3:43])[CH3:42])=[O:39]. Product: [Cl:59][C:56]1[CH:55]=[CH:54][C:53]([CH2:52][CH:37]([NH:36][C:33](=[O:35])[CH2:32][CH2:31][NH:30][S:27]([C:24]2[CH:23]=[CH:22][C:21]([O:20][CH3:19])=[CH:26][CH:25]=2)(=[O:28])=[O:29])[C:38]([N:40]([CH2:44][CH:45]([O:46][CH2:47][CH3:48])[O:49][CH2:50][CH3:51])[CH:41]([CH3:42])[CH3:43])=[O:39])=[CH:58][CH:57]=1. The catalyst class is: 607. (7) Reactant: C([N:4]([S:34]([CH2:37][C:38]1[CH:43]=[CH:42][CH:41]=[CH:40][CH:39]=1)(=[O:36])=[O:35])[C:5]([CH:7]1[CH2:12][CH2:11][N:10]([C:13]2[C:23]([C:24]#[N:25])=[CH:22][C:16]([C:17]([O:19][CH2:20][CH3:21])=[O:18])=[C:15]([O:26]S(C(F)(F)F)(=O)=O)[N:14]=2)[CH2:9][CH2:8]1)=[O:6])C=C.CC1(C)C2C(=C(P(C3C=CC=CC=3)C3C=CC=CC=3)C=CC=2)OC2C(P(C3C=CC=CC=3)C3C=CC=CC=3)=CC=CC1=2.O[CH2:87][CH2:88][NH:89][C:90](=[O:92])[CH3:91].CCN(C(C)C)C(C)C.C([O-])(O)=O.[Na+]. Product: [C:90]([NH:89][CH2:88][CH2:87][O:26][C:15]1[N:14]=[C:13]([N:10]2[CH2:11][CH2:12][CH:7]([C:5](=[O:6])[NH:4][S:34]([CH2:37][C:38]3[CH:43]=[CH:42][CH:41]=[CH:40][CH:39]=3)(=[O:35])=[O:36])[CH2:8][CH2:9]2)[C:23]([C:24]#[N:25])=[CH:22][C:16]=1[C:17]([O:19][CH2:20][CH3:21])=[O:18])(=[O:92])[CH3:91]. The catalyst class is: 102. (8) Reactant: [Cl:1][C:2]1[CH:7]=[C:6]([F:8])[CH:5]=[CH:4][C:3]=1[C:9]1[N:13]([CH3:14])[N:12]=[C:11]([CH3:15])[C:10]=1[C:16]([O:18]C)=[O:17].[OH-].[Na+].Cl. Product: [Cl:1][C:2]1[CH:7]=[C:6]([F:8])[CH:5]=[CH:4][C:3]=1[C:9]1[N:13]([CH3:14])[N:12]=[C:11]([CH3:15])[C:10]=1[C:16]([OH:18])=[O:17]. The catalyst class is: 5. (9) Reactant: [CH2:1]([NH:8][C:9]1[C:13]([C:14]([N:16]([O:18][CH3:19])[CH3:17])=[O:15])=[CH:12][N:11]([CH2:20][C:21]2[CH:26]=[CH:25][C:24]([O:27][CH3:28])=[CH:23][CH:22]=2)[N:10]=1)[C:2]1[CH:7]=[CH:6][CH:5]=[CH:4][CH:3]=1.[H-].[Na+].Br[CH2:32][CH:33]=[CH2:34]. Product: [CH2:34]([N:8]([CH2:1][C:2]1[CH:7]=[CH:6][CH:5]=[CH:4][CH:3]=1)[C:9]1[C:13]([C:14]([N:16]([O:18][CH3:19])[CH3:17])=[O:15])=[CH:12][N:11]([CH2:20][C:21]2[CH:26]=[CH:25][C:24]([O:27][CH3:28])=[CH:23][CH:22]=2)[N:10]=1)[CH:33]=[CH2:32]. The catalyst class is: 118. (10) Reactant: [F:1][C:2]([F:14])([F:13])[C:3]1[CH:8]=[CH:7][C:6]([CH2:9][C:10]([OH:12])=O)=[CH:5][CH:4]=1.C(Cl)(=O)C(Cl)=O.[CH2:21]([NH2:29])[CH2:22][C:23]1[CH:28]=[CH:27][CH:26]=[CH:25][CH:24]=1.CCN(CC)CC.Cl. Product: [CH2:21]([NH:29][C:10](=[O:12])[CH2:9][C:6]1[CH:5]=[CH:4][C:3]([C:2]([F:1])([F:14])[F:13])=[CH:8][CH:7]=1)[CH2:22][C:23]1[CH:28]=[CH:27][CH:26]=[CH:25][CH:24]=1. The catalyst class is: 606.